Predict which catalyst facilitates the given reaction. From a dataset of Catalyst prediction with 721,799 reactions and 888 catalyst types from USPTO. Reactant: [CH3:1][N:2]([CH3:10])[CH:3]1[CH2:7][CH2:6][NH:5][C:4]1([CH3:9])[CH3:8].C(N(CC)C(C)C)(C)C.[CH3:20][C:21]([O:24][C:25]([N:27]([C:45]([O:47][C:48]([CH3:51])([CH3:50])[CH3:49])=[O:46])[N:28]([C:36]1[C:41]([F:42])=[C:40](Cl)[N:39]=[C:38]([Cl:44])[N:37]=1)[C:29]([O:31][C:32]([CH3:35])([CH3:34])[CH3:33])=[O:30])=[O:26])([CH3:23])[CH3:22]. Product: [CH3:23][C:21]([O:24][C:25]([N:27]([C:45]([O:47][C:48]([CH3:51])([CH3:50])[CH3:49])=[O:46])[N:28]([C:36]1[C:41]([F:42])=[C:40]([N:5]2[CH2:6][CH2:7][CH:3]([N:2]([CH3:10])[CH3:1])[C:4]2([CH3:9])[CH3:8])[N:39]=[C:38]([Cl:44])[N:37]=1)[C:29]([O:31][C:32]([CH3:33])([CH3:34])[CH3:35])=[O:30])=[O:26])([CH3:20])[CH3:22]. The catalyst class is: 3.